This data is from Forward reaction prediction with 1.9M reactions from USPTO patents (1976-2016). The task is: Predict the product of the given reaction. (1) Given the reactants CCN(C(C)C)C(C)C.OC(C(F)(F)F)=O.[NH2:17][CH2:18][C:19]([N:21]1[CH2:26][CH2:25][N:24]([C:27](=[O:38])[C:28]2[CH:33]=[CH:32][CH:31]=[CH:30][C:29]=2[C:34]([F:37])([F:36])[F:35])[CH2:23][CH2:22]1)=[O:20].C1C=CC2N(O)N=NC=2C=1.CCN=C=NCCCN(C)C.Cl.[CH2:61]([O:68][C:69]1[CH:74]=[CH:73][C:72]([C:75]2[O:79][N:78]=[C:77]([C:80](O)=[O:81])[CH:76]=2)=[CH:71][CH:70]=1)[C:62]1[CH:67]=[CH:66][CH:65]=[CH:64][CH:63]=1, predict the reaction product. The product is: [O:20]=[C:19]([N:21]1[CH2:22][CH2:23][N:24]([C:27](=[O:38])[C:28]2[CH:33]=[CH:32][CH:31]=[CH:30][C:29]=2[C:34]([F:37])([F:35])[F:36])[CH2:25][CH2:26]1)[CH2:18][NH:17][C:80]([C:77]1[CH:76]=[C:75]([C:72]2[CH:71]=[CH:70][C:69]([O:68][CH2:61][C:62]3[CH:67]=[CH:66][CH:65]=[CH:64][CH:63]=3)=[CH:74][CH:73]=2)[O:79][N:78]=1)=[O:81]. (2) Given the reactants [Br:1][C:2]1[CH:3]=[C:4]([N:8]2[C:12]3[CH2:13][O:14][CH2:15][CH2:16][C:11]=3[C:10]([C:17]([O:19]CC)=O)=[N:9]2)[CH:5]=[CH:6][CH:7]=1.C([NH2:24])=O.C[O-].[Na+], predict the reaction product. The product is: [Br:1][C:2]1[CH:3]=[C:4]([N:8]2[C:12]3[CH2:13][O:14][CH2:15][CH2:16][C:11]=3[C:10]([C:17]([NH2:24])=[O:19])=[N:9]2)[CH:5]=[CH:6][CH:7]=1.